Dataset: Full USPTO retrosynthesis dataset with 1.9M reactions from patents (1976-2016). Task: Predict the reactants needed to synthesize the given product. (1) Given the product [NH2:9][C@H:8]1[C@H:2]([F:1])[CH2:3][O:4][C@H:5]([C:17]2[N:21]([CH3:22])[N:20]=[CH:19][C:18]=2[NH:23][C:46](=[O:47])[C:44]2[CH:43]=[CH:42][C:41]([F:49])=[C:40]([C:28]3[C:29]([F:39])=[CH:30][C:31]([C:33]4([O:37][CH3:38])[CH2:36][O:35][CH2:34]4)=[CH:32][C:27]=3[F:26])[N:45]=2)[CH2:6][CH2:7]1, predict the reactants needed to synthesize it. The reactants are: [F:1][C@H:2]1[C@H:8]([NH:9]C(=O)OC(C)(C)C)[CH2:7][CH2:6][C@@H:5]([C:17]2[N:21]([CH3:22])[N:20]=[CH:19][C:18]=2[N+:23]([O-])=O)[O:4][CH2:3]1.[F:26][C:27]1[CH:32]=[C:31]([C:33]2([O:37][CH3:38])[CH2:36][O:35][CH2:34]2)[CH:30]=[C:29]([F:39])[C:28]=1[C:40]1[N:45]=[C:44]([C:46](O)=[O:47])[CH:43]=[CH:42][C:41]=1[F:49]. (2) Given the product [CH2:1]([N:5]1[C:9]([C@H:10]([NH2:15])[CH2:11][CH2:12][CH2:13][CH3:14])=[CH:8][N:7]=[C:6]1[C:24]1[CH:25]=[CH:26][CH:27]=[CH:28][CH:29]=1)[CH2:2][CH2:3][CH3:4], predict the reactants needed to synthesize it. The reactants are: [CH2:1]([N:5]1[C:9]([C@@H:10]([NH:15]N2CCC[C@@H]2COC)[CH2:11][CH2:12][CH2:13][CH3:14])=[CH:8][N:7]=[C:6]1[C:24]1[CH:29]=[CH:28][CH:27]=[CH:26][CH:25]=1)[CH2:2][CH2:3][CH3:4].B.C1COCC1.Cl. (3) The reactants are: [F:1][C:2]([F:26])([F:25])[C:3]1[CH:4]=[C:5]([CH:22]=[CH:23][CH:24]=1)[CH2:6][NH:7][C:8]1[CH:13]=[C:12]([C:14]2[CH:19]=[C:18]([Cl:20])[CH:17]=[CH:16][C:15]=2[NH2:21])[N:11]=[CH:10][N:9]=1.CCN=C=NCCCN(C)C.Cl.[CH3:39][O:40][C:41]([C:43]1[CH:44]=[C:45]([CH:49]=[CH:50][CH:51]=1)[C:46](O)=[O:47])=[O:42]. Given the product [F:26][C:2]([F:25])([F:1])[C:3]1[CH:4]=[C:5]([CH:22]=[CH:23][CH:24]=1)[CH2:6][NH:7][C:8]1[N:9]=[CH:10][N:11]=[C:12]([C:14]2[CH:19]=[C:18]([Cl:20])[CH:17]=[CH:16][C:15]=2[NH:21][C:46]([C:45]2[CH:44]=[C:43]([CH:51]=[CH:50][CH:49]=2)[C:41]([O:40][CH3:39])=[O:42])=[O:47])[CH:13]=1, predict the reactants needed to synthesize it. (4) Given the product [C:2]1([C:14]2[C:15]3[O:19][C:18]4[CH:20]=[CH:21][CH:22]=[CH:23][C:17]=4[C:16]=3[C:24]3[CH:8]=[CH:9][CH:10]=[CH:11][C:12]=3[CH:13]=2)[CH:7]=[CH:6][CH:5]=[CH:4][CH:3]=1, predict the reactants needed to synthesize it. The reactants are: Br[C:2]1[CH:7]=[CH:6][CH:5]=[CH:4][CH:3]=1.[CH:8]1[C:24]2[C:16]3[C:17]4[CH:23]=[CH:22][CH:21]=[CH:20][C:18]=4[O:19][C:15]=3[C:14](B(O)O)=[CH:13][C:12]=2[CH:11]=[CH:10][CH:9]=1.C1(C)C=CC=CC=1.C(=O)([O-])[O-].[Na+].[Na+]. (5) Given the product [Cl:26][C:27]1[CH:28]=[CH:29][C:30]([O:37][CH3:38])=[C:31]([S:33]([N:20]2[CH2:21][CH2:22][CH:17]([N:15]3[C:14](=[O:23])[C:13]([CH3:25])([CH3:24])[C:12]([C:6]4[CH:7]=[CH:8][C:9]([O:10][CH3:11])=[C:4]([O:3][CH3:2])[CH:5]=4)=[N:16]3)[CH2:18][CH2:19]2)(=[O:34])=[O:35])[CH:32]=1, predict the reactants needed to synthesize it. The reactants are: Cl.[CH3:2][O:3][C:4]1[CH:5]=[C:6]([C:12]2[C:13]([CH3:25])([CH3:24])[C:14](=[O:23])[N:15]([CH:17]3[CH2:22][CH2:21][NH:20][CH2:19][CH2:18]3)[N:16]=2)[CH:7]=[CH:8][C:9]=1[O:10][CH3:11].[Cl:26][C:27]1[CH:28]=[CH:29][C:30]([O:37][CH3:38])=[C:31]([S:33](Cl)(=[O:35])=[O:34])[CH:32]=1.